From a dataset of Experimentally validated miRNA-target interactions with 360,000+ pairs, plus equal number of negative samples. Binary Classification. Given a miRNA mature sequence and a target amino acid sequence, predict their likelihood of interaction. (1) The miRNA is hsa-miR-3612 with sequence AGGAGGCAUCUUGAGAAAUGGA. The protein sequence of the target gene is MASASARGNQDKDAHFPPPSKQSLLFCPKSKLHIHRAEISKIMRECQEESFWKRALPFSLVSMLVTQGLVYQGYLAANSRFGSLPKVALAGLLGFGLGKVSYIGVCQSKFHFFEDQLRGAGFGPQHNRHCLLTCEECKIKHGLSEKGDSQPSAS. Result: 1 (interaction). (2) The miRNA is hsa-miR-204-5p with sequence UUCCCUUUGUCAUCCUAUGCCU. The protein sequence of the target gene is MGDQRPQDRPSSPGMDSTPWYCDKPPSKYFAKRKHRRLRFPPVDTQNWVFVTEGMDDFRYGCQSPEDTLVCRRDEFLLPKISLRGPQADPKSRKKKLLKKAALFSKLSPAQPARKAFVEEVEAQLMTKHPLAMYPNLGEDMPPDLLLQVLKPLDPERKLEDAGSCEGQEKTTDEPTEPGKYPCGEFSPRPPETRVSCLPPEPPKTPVSSLRPEPPETGVSHLRPQPPKTQVSSLHLEPPETGVSHLRPEPPKTQVSSLHLEPPETGVSHLYLEPPGTGVSHLCPEPPKTRVSHLHREPPE.... Result: 0 (no interaction). (3) The miRNA is hsa-miR-1301-3p with sequence UUGCAGCUGCCUGGGAGUGACUUC. The protein sequence of the target gene is MALLAIHSWRWAAAAVAFEKHKHSAVLTRALVSMCGSGPRWSSSQRGASGSARLSQTTESLRNTTQQRWGKDNSRQLLDATKALQTWPLIEKRTCWHGHAGGGLHTDPKEGLKDVDTRKIIKAMLSYVWPEDRPDLRARVAISLGFLGGAKAMNIVVPFMFKYAVDSLNQMSGNMLNLSDAPNTVATMATAVLIGYGVSRAGAAFFNEVRNAVFGKVAQNSIRRIAKNVFLHLHNLDLGFHLSRQTGALSKAIDRGTRGISFVLSALVFNLLPIVFEMMLVSSVLYYKCGAQFALVTLGT.... Result: 0 (no interaction). (4) The protein sequence of the target gene is MAGALVRKAADYVRSKDFRDYLMSTHFWGPVANWGLPIAAINDMKKSPEIISGRMTFALCCYSLTFMRFAYKVQPRNWLLFACHATNEVAQLIQGGRLIKHEMTKTASA. Result: 0 (no interaction). The miRNA is mmu-miR-3967 with sequence AGCUUGUCUGACUGAUGUUG. (5) The miRNA is hsa-miR-526b-3p with sequence GAAAGUGCUUCCUUUUAGAGGC. The protein sequence of the target gene is MSSPPEGKLETKAGHPPAVKAGGMRIVQKHPHTGDGKEERDKDDQEWESTSPPKPTVFISGVIARGDKDFPPAAAQVAHQKPHASMDKHVSPRTQHIQQPRK. Result: 0 (no interaction). (6) The miRNA is hsa-miR-5008-3p with sequence CCUGUGCUCCCAGGGCCUCGC. The protein sequence of the target gene is MALCLKQVFAKDKTFRPRKRFEPGTQRFELYKKAQASLKSGLDLRSVVRLPPGENIDDWIAVHVVDFFNRINLIYGTMAERCSETSCPVMAGGPRYEYRWQDERQYRRPAKLSAPRYMALLMDWIEGLINDEEVFPTRVGVPFPKNFQQVCTKILTRLFRVFVHVYIHHFDSILSMGAEAHVNTCYKHFYYFIREFSLVDQRELEPLREMTERICH. Result: 1 (interaction).